This data is from Forward reaction prediction with 1.9M reactions from USPTO patents (1976-2016). The task is: Predict the product of the given reaction. (1) Given the reactants [CH3:1][O:2][CH2:3][C@H:4]([CH3:31])[O:5][C:6]1[CH:7]=[C:8]([C:23]2[NH:27][C:26]([C:28](O)=[O:29])=[CH:25][CH:24]=2)[CH:9]=[C:10]([O:12][C:13]2[CH:18]=[N:17][C:16]([S:19]([CH3:22])(=[O:21])=[O:20])=[CH:15][N:14]=2)[CH:11]=1.[NH2:32][CH2:33][C@H:34]([OH:37])[CH2:35][OH:36], predict the reaction product. The product is: [OH:37][C@H:34]([CH2:35][OH:36])[CH2:33][NH:32][C:28]([C:26]1[NH:27][C:23]([C:8]2[CH:9]=[C:10]([O:12][C:13]3[CH:18]=[N:17][C:16]([S:19]([CH3:22])(=[O:20])=[O:21])=[CH:15][N:14]=3)[CH:11]=[C:6]([O:5][C@@H:4]([CH3:31])[CH2:3][O:2][CH3:1])[CH:7]=2)=[CH:24][CH:25]=1)=[O:29]. (2) Given the reactants [Cl:1][C:2]1[CH:3]=[CH:4][C:5]2[N:11]3[CH:12]=[CH:13][CH:14]=[C:10]3[C@@H:9]([CH2:15][CH2:16][C:17](O)=[O:18])[O:8][C@H:7]([C:20]3[CH:25]=[CH:24][CH:23]=[C:22]([O:26][CH3:27])[C:21]=3[O:28][CH3:29])[C:6]=2[CH:30]=1.C(N=C=NCCCN(C)C)C.Cl.[O:43]=[C:44]1[CH2:50][NH:49][CH2:48][CH2:47][CH2:46][N:45]1[CH2:51][C:52]([O:54][CH2:55][CH3:56])=[O:53].O.ON1C2C=CC=CC=2N=N1, predict the reaction product. The product is: [Cl:1][C:2]1[CH:3]=[CH:4][C:5]2[N:11]3[CH:12]=[CH:13][CH:14]=[C:10]3[C@@H:9]([CH2:15][CH2:16][C:17]([N:49]3[CH2:48][CH2:47][CH2:46][N:45]([CH2:51][C:52]([O:54][CH2:55][CH3:56])=[O:53])[C:44](=[O:43])[CH2:50]3)=[O:18])[O:8][C@H:7]([C:20]3[CH:25]=[CH:24][CH:23]=[C:22]([O:26][CH3:27])[C:21]=3[O:28][CH3:29])[C:6]=2[CH:30]=1. (3) Given the reactants CON(C)[C:4]([CH:6]1[CH2:8][CH:7]1[C:9]1[CH:14]=[CH:13][CH:12]=[CH:11][C:10]=1[Cl:15])=[O:5].[OH2:17].[OH-].[Na+], predict the reaction product. The product is: [Cl:15][C:10]1[CH:11]=[CH:12][CH:13]=[CH:14][C:9]=1[CH:7]1[CH2:8][CH:6]1[C:4]([OH:17])=[O:5]. (4) Given the reactants [Cl:1][C:2]1[CH:7]=[CH:6][C:5]([C@H:8]2[C@@H:12]([C:13]3[CH:18]=[CH:17][C:16]([Cl:19])=[CH:15][CH:14]=3)[N:11]([C:20](Cl)=[O:21])[C:10]([C:23]3[CH:28]=[CH:27][C:26]([O:29][CH3:30])=[CH:25][C:24]=3[O:31][CH:32]([CH3:34])[CH3:33])=[N:9]2)=[CH:4][CH:3]=1.[CH2:35]([S:37]([N:40]1[CH2:45][CH2:44][NH:43][CH2:42][CH2:41]1)(=[O:39])=[O:38])[CH3:36], predict the reaction product. The product is: [Cl:1][C:2]1[CH:3]=[CH:4][C:5]([C@H:8]2[C@@H:12]([C:13]3[CH:18]=[CH:17][C:16]([Cl:19])=[CH:15][CH:14]=3)[N:11]([C:20]([N:43]3[CH2:42][CH2:41][N:40]([S:37]([CH2:35][CH3:36])(=[O:38])=[O:39])[CH2:45][CH2:44]3)=[O:21])[C:10]([C:23]3[CH:28]=[CH:27][C:26]([O:29][CH3:30])=[CH:25][C:24]=3[O:31][CH:32]([CH3:34])[CH3:33])=[N:9]2)=[CH:6][CH:7]=1. (5) Given the reactants [F:1][C:2]1[CH:9]=[CH:8][CH:7]=[C:6]([F:10])[C:3]=1[CH2:4][OH:5].[H-].[Na+].[NH2:13][C:14]1[N:19]=[C:18]([NH2:20])[C:17]([C:21]2[CH:26]=[CH:25][C:24]([NH:27][C:28]([CH:30]3[CH2:32][CH2:31]3)=[O:29])=[CH:23][CH:22]=2)=[C:16]([CH2:33]Br)[N:15]=1.O, predict the reaction product. The product is: [NH2:13][C:14]1[N:19]=[C:18]([NH2:20])[C:17]([C:21]2[CH:22]=[CH:23][C:24]([NH:27][C:28]([CH:30]3[CH2:31][CH2:32]3)=[O:29])=[CH:25][CH:26]=2)=[C:16]([CH2:33][O:5][CH2:4][C:3]2[C:2]([F:1])=[CH:9][CH:8]=[CH:7][C:6]=2[F:10])[N:15]=1. (6) Given the reactants [C:1]([CH2:3][C:4]1[C:13]2[C:8](=[CH:9][C:10]([O:16][CH2:17][CH2:18][O:19][CH3:20])=[C:11]([O:14][CH3:15])[CH:12]=2)[N:7]=[CH:6][C:5]=1[C:21]#[N:22])#[N:2].[NH:23]1[CH:27]=[CH:26][N:25]=[CH:24]1, predict the reaction product. The product is: [N:23]1([C:1]2[CH:3]=[C:4]3[C:5](=[C:21]([NH2:22])[N:2]=2)[CH:6]=[N:7][C:8]2[CH:9]=[C:10]([O:16][CH2:17][CH2:18][O:19][CH3:20])[C:11]([O:14][CH3:15])=[CH:12][C:13]3=2)[CH:27]=[CH:26][N:25]=[CH:24]1. (7) Given the reactants Cl[C:2]1[C:7]([C:8]2[CH:13]=[CH:12][C:11]([F:14])=[CH:10][CH:9]=2)=[C:6]([C:15]2[CH:20]=[CH:19][C:18]([S:21]([CH3:24])(=[O:23])=[O:22])=[CH:17][CH:16]=2)[N:5]=[C:4]([C:25]([F:28])([F:27])[F:26])[N:3]=1.[C:29]([O:40][CH3:41])(=[O:39])[C:30]1[CH:38]=[CH:37][C:35]([OH:36])=[C:32]([O:33][CH3:34])[CH:31]=1.C(=O)([O-])[O-].[K+].[K+], predict the reaction product. The product is: [CH3:34][O:33][C:32]1[CH:31]=[C:30]([CH:38]=[CH:37][C:35]=1[O:36][C:2]1[C:7]([C:8]2[CH:13]=[CH:12][C:11]([F:14])=[CH:10][CH:9]=2)=[C:6]([C:15]2[CH:20]=[CH:19][C:18]([S:21]([CH3:24])(=[O:23])=[O:22])=[CH:17][CH:16]=2)[N:5]=[C:4]([C:25]([F:28])([F:27])[F:26])[N:3]=1)[C:29]([O:40][CH3:41])=[O:39].